Task: Predict the reactants needed to synthesize the given product.. Dataset: Full USPTO retrosynthesis dataset with 1.9M reactions from patents (1976-2016) (1) The reactants are: O[C:2]1[N:10]=[C:9]([C:11]#[N:12])[N:8]=[C:7]2[C:3]=1[N:4]([CH2:20][C:21]1[CH:26]=[CH:25][C:24]([C:27]([F:30])([F:29])[F:28])=[CH:23][CH:22]=1)[C:5]([C:13]1[CH:18]=[CH:17][CH:16]=[C:15]([CH3:19])[CH:14]=1)=[N:6]2.O=P(Cl)(Cl)[Cl:33]. Given the product [Cl:33][C:2]1[N:10]=[C:9]([C:11]#[N:12])[N:8]=[C:7]2[C:3]=1[N:4]([CH2:20][C:21]1[CH:26]=[CH:25][C:24]([C:27]([F:30])([F:29])[F:28])=[CH:23][CH:22]=1)[C:5]([C:13]1[CH:18]=[CH:17][CH:16]=[C:15]([CH3:19])[CH:14]=1)=[N:6]2, predict the reactants needed to synthesize it. (2) Given the product [F:1][C:2]1[CH:7]=[C:6]([F:8])[C:5]([F:9])=[CH:4][C:3]=1[S:10]([N:20]([C:21]1[N:22]=[CH:23][S:24][CH:25]=1)[C:19](=[O:26])[O:18][C:14]([CH3:17])([CH3:15])[CH3:16])(=[O:12])=[O:11], predict the reactants needed to synthesize it. The reactants are: [F:1][C:2]1[CH:7]=[C:6]([F:8])[C:5]([F:9])=[CH:4][C:3]=1[S:10](Cl)(=[O:12])=[O:11].[C:14]([O:18][C:19](=[O:26])[NH:20][C:21]1[N:22]=[CH:23][S:24][CH:25]=1)([CH3:17])([CH3:16])[CH3:15]. (3) Given the product [CH:33]1([C:36]([NH:1][C@H:2]2[CH2:7][CH2:6][C@H:5]([NH:8][C:9]([C:11]3[C:15]4[N:16]=[CH:17][N:18]=[C:19]([C:20]5[CH:25]=[CH:24][C:23]([O:26][CH3:27])=[CH:22][C:21]=5[O:28][CH2:29][CH:30]5[CH2:31][CH2:32]5)[C:14]=4[NH:13][CH:12]=3)=[O:10])[CH2:4][CH2:3]2)=[O:37])[CH2:35][CH2:34]1, predict the reactants needed to synthesize it. The reactants are: [NH2:1][C@H:2]1[CH2:7][CH2:6][C@H:5]([NH:8][C:9]([C:11]2[C:15]3[N:16]=[CH:17][N:18]=[C:19]([C:20]4[CH:25]=[CH:24][C:23]([O:26][CH3:27])=[CH:22][C:21]=4[O:28][CH2:29][CH:30]4[CH2:32][CH2:31]4)[C:14]=3[NH:13][CH:12]=2)=[O:10])[CH2:4][CH2:3]1.[CH:33]1([C:36](Cl)=[O:37])[CH2:35][CH2:34]1. (4) The reactants are: [C:1]([O:5][C:6](=[O:36])[N:7]([C:15]1[C:16]([CH3:35])([CH3:34])[S:17](=[O:33])(=[O:32])[CH2:18][C@:19]([C:22]2[CH:27]=[C:26]([N+:28]([O-:30])=[O:29])[CH:25]=[CH:24][C:23]=2F)([CH3:21])[N:20]=1)[C:8]([O:10][C:11]([CH3:14])([CH3:13])[CH3:12])=[O:9])([CH3:4])([CH3:3])[CH3:2].CN(C=[O:41])C.C(=O)([O-])[O-].[Cs+].[Cs+].CS(CCO)(=O)=O. Given the product [C:1]([O:5][C:6](=[O:36])[N:7]([C:15]1[C:16]([CH3:35])([CH3:34])[S:17](=[O:33])(=[O:32])[CH2:18][C@:19]([C:22]2[CH:27]=[C:26]([N+:28]([O-:30])=[O:29])[CH:25]=[CH:24][C:23]=2[OH:41])([CH3:21])[N:20]=1)[C:8]([O:10][C:11]([CH3:14])([CH3:13])[CH3:12])=[O:9])([CH3:4])([CH3:3])[CH3:2], predict the reactants needed to synthesize it. (5) Given the product [C:1]([C:5]1[O:9][N:8]=[C:7]([NH:10][C:11]([C@@H:13]2[CH2:17][C@@H:16]([OH:18])[CH2:15][N:14]2[C:19]2[CH:24]=[CH:23][N:22]=[CH:21][N:20]=2)=[O:12])[CH:6]=1)([CH3:4])([CH3:2])[CH3:3], predict the reactants needed to synthesize it. The reactants are: [C:1]([C:5]1[O:9][N:8]=[C:7]([NH:10][C:11]([C@@H:13]2[CH2:17][C@@H:16]([OH:18])[CH2:15][N:14]2[C:19]2[CH:24]=[CH:23][N:22]=[C:21](Cl)[N:20]=2)=[O:12])[CH:6]=1)([CH3:4])([CH3:3])[CH3:2]. (6) The reactants are: [CH3:1][N:2]1[C:6]([C:7]2[S:19][C:10]3[N:11]=[CH:12][N:13]=[C:14]([S:15]([CH3:18])(=[O:17])=[O:16])[C:9]=3[CH:8]=2)=[C:5]([C:20]2[CH:25]=[CH:24][CH:23]=[CH:22][CH:21]=2)[N:4]=[CH:3]1.[I:26]C1C=CC(C2N=CN(C)C=2C2SC3N=CN=C(SC)C=3C=2)=CC=1. Given the product [I:26][C:23]1[CH:24]=[CH:25][C:20]([C:5]2[N:4]=[CH:3][N:2]([CH3:1])[C:6]=2[C:7]2[S:19][C:10]3[N:11]=[CH:12][N:13]=[C:14]([S:15]([CH3:18])(=[O:17])=[O:16])[C:9]=3[CH:8]=2)=[CH:21][CH:22]=1, predict the reactants needed to synthesize it.